Dataset: Reaction yield outcomes from USPTO patents with 853,638 reactions. Task: Predict the reaction yield, written as a fraction of the theoretical maximum amount of product (1.0 means a 100% yield; for example, 0.34 means a 34% yield). (1) The reactants are [NH2:1][C:2]1[N:7]=[CH:6][N:5]=[C:4]2[N:8]([CH:12]([C:14]3[C:15]([O:33][CH2:34][CH3:35])=[C:16]([CH:22]4[CH2:25][N:24](C(OC(C)(C)C)=O)[CH2:23]4)[C:17]([F:21])=[C:18]([Cl:20])[CH:19]=3)[CH3:13])[N:9]=[C:10]([CH3:11])[C:3]=12.[ClH:36].O1CCOCC1. The catalyst is ClCCl. The product is [ClH:20].[ClH:36].[NH:24]1[CH2:23][CH:22]([C:16]2[C:15]([O:33][CH2:34][CH3:35])=[C:14]([CH:12]([N:8]3[C:4]4=[N:5][CH:6]=[N:7][C:2]([NH2:1])=[C:3]4[C:10]([CH3:11])=[N:9]3)[CH3:13])[CH:19]=[C:18]([Cl:20])[C:17]=2[F:21])[CH2:25]1. The yield is 0.960. (2) The reactants are Cl[C:2]1[C:3]([CH2:18][NH:19][C:20]([C@H:22]2[N:26]([C:27]([O:29][C:30]([CH3:33])([CH3:32])[CH3:31])=[O:28])[C@@H:25]([CH3:34])[C@H:24]([F:35])[CH2:23]2)=[O:21])=[CH:4][C:5]([C:8]2[CH:9]=[N:10][C:11]([C:14]([F:17])([F:16])[F:15])=[N:12][CH:13]=2)=[N:6][CH:7]=1.CO[C:38]1C=CC=C(OC)[C:43]=1[C:44]1C=CC=CC=1P(C1CCCCC1)C1CCCCC1.C(=O)([O-])[O-].[K+].[K+].C1(B(O)O)CC1. The catalyst is C1(C)C=CC=CC=1.C(OCC)(=O)C.C1C=CC(/C=C/C(/C=C/C2C=CC=CC=2)=O)=CC=1.C1C=CC(/C=C/C(/C=C/C2C=CC=CC=2)=O)=CC=1.C1C=CC(/C=C/C(/C=C/C2C=CC=CC=2)=O)=CC=1.[Pd].[Pd].O. The product is [CH:44]1([C:2]2[C:3]([CH2:18][NH:19][C:20]([C@H:22]3[N:26]([C:27]([O:29][C:30]([CH3:33])([CH3:32])[CH3:31])=[O:28])[C@@H:25]([CH3:34])[C@H:24]([F:35])[CH2:23]3)=[O:21])=[CH:4][C:5]([C:8]3[CH:9]=[N:10][C:11]([C:14]([F:17])([F:16])[F:15])=[N:12][CH:13]=3)=[N:6][CH:7]=2)[CH2:43][CH2:38]1. The yield is 0.620.